From a dataset of Forward reaction prediction with 1.9M reactions from USPTO patents (1976-2016). Predict the product of the given reaction. (1) Given the reactants CC(C)([O-])C.[K+].[C:7]1([C:13](=[N:15][C:16]2[CH:21]=[CH:20][CH:19]=[CH:18][CH:17]=2)[CH3:14])[CH:12]=[CH:11][CH:10]=[CH:9][CH:8]=1, predict the reaction product. The product is: [C:16]1([NH:15][CH:13]([C:7]2[CH:8]=[CH:9][CH:10]=[CH:11][CH:12]=2)[CH3:14])[CH:17]=[CH:18][CH:19]=[CH:20][CH:21]=1. (2) Given the reactants [Br:1][C:2]1[CH:7]=[CH:6][C:5]([C:8]2([C:11]#[N:12])[CH2:10][CH2:9]2)=[CH:4][CH:3]=1.B.C1COCC1, predict the reaction product. The product is: [Br:1][C:2]1[CH:3]=[CH:4][C:5]([C:8]2([CH2:11][NH2:12])[CH2:9][CH2:10]2)=[CH:6][CH:7]=1. (3) Given the reactants [CH2:1]([O:8][C:9]1[CH:14]=[CH:13][N:12]=[C:11](Br)[CH:10]=1)[C:2]1[CH:7]=[CH:6][CH:5]=[CH:4][CH:3]=1.[NH2:16][C:17]1[CH:22]=[CH:21][CH:20]=[CH:19][N:18]=1.C(O[K])(C)(C)C, predict the reaction product. The product is: [CH2:1]([O:8][C:9]1[CH:14]=[CH:13][N:12]=[C:11]([NH:16][C:17]2[CH:22]=[CH:21][CH:20]=[CH:19][N:18]=2)[CH:10]=1)[C:2]1[CH:7]=[CH:6][CH:5]=[CH:4][CH:3]=1. (4) Given the reactants [H-].[Na+].[Si:3]([O:10][CH2:11][C:12]1[N:13]=[C:14]([C:17]2([OH:23])[CH2:22][CH2:21][O:20][CH2:19][CH2:18]2)[S:15][CH:16]=1)([C:6]([CH3:9])([CH3:8])[CH3:7])([CH3:5])[CH3:4].IC.[CH3:26]COC(C)=O.CCCCCC, predict the reaction product. The product is: [Si:3]([O:10][CH2:11][C:12]1[N:13]=[C:14]([C:17]2([O:23][CH3:26])[CH2:18][CH2:19][O:20][CH2:21][CH2:22]2)[S:15][CH:16]=1)([C:6]([CH3:9])([CH3:7])[CH3:8])([CH3:4])[CH3:5].